Binary Classification. Given a drug SMILES string, predict its activity (active/inactive) in a high-throughput screening assay against a specified biological target. From a dataset of Kir2.1 potassium channel HTS with 301,493 compounds. (1) The result is 0 (inactive). The compound is O=C1NC(=C(/C1=C/Nc1ccc(C(C)C)cc1)C(OC)=O)C. (2) The result is 0 (inactive). The molecule is S(c1nc(nc(N)c1C(=O)C)c1ccccc1)C. (3) The molecule is Brc1oc(C(=O)N\C(=C\c2occc2)C(=O)N)cc1. The result is 0 (inactive).